Dataset: Reaction yield outcomes from USPTO patents with 853,638 reactions. Task: Predict the reaction yield, written as a fraction of the theoretical maximum amount of product (1.0 means a 100% yield; for example, 0.34 means a 34% yield). (1) The reactants are [CH:1]1([C:4]2[N:9]=[C:8]([CH2:10][N:11]3[C:19]4[C:14](=[C:15]([NH:20][C:21]([C:23]5[N:27]6[CH:28]=[CH:29][C:30]([O:32][CH2:33][CH2:34][N:35]7[CH2:40][CH2:39][N:38]([CH3:41])[C@H:37]([CH3:42])[CH2:36]7)=[CH:31][C:26]6=[N:25][CH:24]=5)=[O:22])[CH:16]=[CH:17][CH:18]=4)[C:13]([CH3:43])=[N:12]3)[CH:7]=[CH:6][CH:5]=2)[CH2:3][CH2:2]1.[ClH:44].O1CCOCC1. The catalyst is C(Cl)Cl.CO. The product is [ClH:44].[ClH:44].[CH:1]1([C:4]2[N:9]=[C:8]([CH2:10][N:11]3[C:19]4[C:14](=[C:15]([NH:20][C:21]([C:23]5[N:27]6[CH:28]=[CH:29][C:30]([O:32][CH2:33][CH2:34][N:35]7[CH2:40][CH2:39][N:38]([CH3:41])[C@H:37]([CH3:42])[CH2:36]7)=[CH:31][C:26]6=[N:25][CH:24]=5)=[O:22])[CH:16]=[CH:17][CH:18]=4)[C:13]([CH3:43])=[N:12]3)[CH:7]=[CH:6][CH:5]=2)[CH2:3][CH2:2]1. The yield is 1.00. (2) The reactants are [CH:1]([N:4]1[CH2:9][CH2:8][CH:7]([O:10][C:11]2[CH:19]=[CH:18][C:17]3[N:16]4[CH2:20][CH2:21][NH:22][C:23](=[O:24])[C:15]4=[CH:14][C:13]=3[CH:12]=2)[CH2:6][CH2:5]1)([CH3:3])[CH3:2].[H-].[Na+].FC(F)(F)S(O[CH2:33][C:34]([F:37])([F:36])[F:35])(=O)=O. No catalyst specified. The product is [CH:1]([N:4]1[CH2:9][CH2:8][CH:7]([O:10][C:11]2[CH:19]=[CH:18][C:17]3[N:16]4[CH2:20][CH2:21][N:22]([CH2:33][C:34]([F:37])([F:36])[F:35])[C:23](=[O:24])[C:15]4=[CH:14][C:13]=3[CH:12]=2)[CH2:6][CH2:5]1)([CH3:3])[CH3:2]. The yield is 0.190. (3) The reactants are [F:1][C:2]1[CH:3]=[C:4]([C:12]2[C:13]3[CH:20]([CH2:21][C:22](O)=[O:23])[CH2:19][CH2:18][C:14]=3[CH:15]=[N:16][CH:17]=2)[CH:5]=[CH:6][C:7]=1[C:8]([F:11])([F:10])[F:9].FC1C=C(C2C3CCC(CC(O)=O)C=3[CH:39]=[N:40]C=2)C=CC=1C(F)(F)F.C(N(CC)C(C)C)(C)C.CN(C(ON1N=NC2C=CC=NC1=2)=[N+](C)C)C.F[P-](F)(F)(F)(F)F.CN. The catalyst is CN(C=O)C. The product is [F:1][C:2]1[CH:3]=[C:4]([C:12]2[C:13]3[CH:20]([CH2:21][C:22]([NH:40][CH3:39])=[O:23])[CH2:19][CH2:18][C:14]=3[CH:15]=[N:16][CH:17]=2)[CH:5]=[CH:6][C:7]=1[C:8]([F:11])([F:9])[F:10]. The yield is 0.300. (4) The catalyst is C(OCC)(=O)C.C(O)C. The yield is 0.350. The reactants are [CH3:1][N:2]([CH2:10][C:11]1[O:12][C:13]([C:25]2[CH:30]=[CH:29][CH:28]=[CH:27][C:26]=2[CH3:31])=[C:14]([S:16]([C:19]2[CH:24]=[CH:23][CH:22]=[CH:21][CH:20]=2)(=[O:18])=[O:17])[CH:15]=1)C(=O)OC(C)(C)C.C(OCC)(=O)C.[ClH:38]. The product is [ClH:38].[CH3:1][NH:2][CH2:10][C:11]1[O:12][C:13]([C:25]2[CH:30]=[CH:29][CH:28]=[CH:27][C:26]=2[CH3:31])=[C:14]([S:16]([C:19]2[CH:24]=[CH:23][CH:22]=[CH:21][CH:20]=2)(=[O:18])=[O:17])[CH:15]=1. (5) The reactants are [F:1][C:2]1[CH:8]=[C:7]([I:9])[CH:6]=[CH:5][C:3]=1[NH2:4].[F:10][C:11]1[CH:16]=[C:15]([O:17][CH2:18][CH2:19][O:20][CH3:21])[C:14]([N+:22]([O-:24])=[O:23])=[C:13](F)[C:12]=1[F:26]. No catalyst specified. The product is [F:26][C:12]1[C:11]([F:10])=[CH:16][C:15]([O:17][CH2:18][CH2:19][O:20][CH3:21])=[C:14]([N+:22]([O-:24])=[O:23])[C:13]=1[NH:4][C:3]1[CH:5]=[CH:6][C:7]([I:9])=[CH:8][C:2]=1[F:1]. The yield is 0.320. (6) The reactants are C[O:2][C:3]1[CH:4]=[C:5]([CH:22]=[CH:23][CH:24]=1)[CH:6]=[C:7]1[C:13]2[CH:14]=[CH:15][CH:16]=[CH:17][C:12]=2[CH2:11][CH2:10][C:9]2[CH:18]=[CH:19][CH:20]=[CH:21][C:8]1=2.Cl.N1C=CC=CC=1. The catalyst is Cl. The product is [CH:18]1[C:9]2[CH2:10][CH2:11][C:12]3[CH:17]=[CH:16][CH:15]=[CH:14][C:13]=3[C:7](=[CH:6][C:5]3[CH:4]=[C:3]([OH:2])[CH:24]=[CH:23][CH:22]=3)[C:8]=2[CH:21]=[CH:20][CH:19]=1. The yield is 0.890. (7) The reactants are NC(N)=N.[N+]([O-])(O)=O.NC(N)=N.C([O:16][CH:17]1[C:18]([O:72][CH:73]([O:75][CH2:76][CH3:77])[CH3:74])([CH3:71])[CH2:19][CH2:20][CH:21]([O:63][Si:64]([CH2:69][CH3:70])([CH2:67][CH3:68])[CH2:65][CH3:66])[CH2:22][C:23]([O:25][CH:26](/[C:31](/[CH3:62])=[CH:32]/[CH:33]=[CH:34]/[C:35]([CH3:61])([O:53][Si:54]([CH2:59][CH3:60])([CH2:57][CH3:58])[CH2:55][CH3:56])[CH2:36][CH:37]2[O:52][CH:38]2[CH:39]([CH3:51])[CH:40]([O:43][Si:44]([CH2:49][CH3:50])([CH2:47][CH3:48])[CH2:45][CH3:46])[CH2:41][CH3:42])[CH:27]([CH3:30])[CH:28]=[CH:29]1)=[O:24])(=O)C.COC(C)(C)C.[Cl-].[NH4+]. The catalyst is CO. The product is [CH2:76]([O:75][CH:73]([O:72][C:18]1([CH3:71])[CH:17]([OH:16])[CH:29]=[CH:28][CH:27]([CH3:30])[CH:26](/[C:31](/[CH3:62])=[CH:32]/[CH:33]=[CH:34]/[C:35]([CH3:61])([O:53][Si:54]([CH2:59][CH3:60])([CH2:57][CH3:58])[CH2:55][CH3:56])[CH2:36][CH:37]2[O:52][CH:38]2[CH:39]([CH3:51])[CH:40]([O:43][Si:44]([CH2:45][CH3:46])([CH2:49][CH3:50])[CH2:47][CH3:48])[CH2:41][CH3:42])[O:25][C:23](=[O:24])[CH2:22][CH:21]([O:63][Si:64]([CH2:69][CH3:70])([CH2:67][CH3:68])[CH2:65][CH3:66])[CH2:20][CH2:19]1)[CH3:74])[CH3:77]. The yield is 0.734.